This data is from Forward reaction prediction with 1.9M reactions from USPTO patents (1976-2016). The task is: Predict the product of the given reaction. (1) Given the reactants B(O)O.[C:4]([O:8][C:9]([N:11]1[CH2:16][CH:15]=[C:14](OS(C(F)(F)F)(=O)=O)[CH2:13][CH2:12]1)=[O:10])([CH3:7])([CH3:6])[CH3:5].[Cl-].[Li+].[C:27]([O-])([O-])=O.[Na+].[Na+].CO[CH2:35][CH2:36][O:37][CH3:38], predict the reaction product. The product is: [C:4]([O:8][C:9]([N:11]1[CH2:16][CH:15]=[C:14]([C:35]2[CH:27]=[CH:38][O:37][CH:36]=2)[CH2:13][CH2:12]1)=[O:10])([CH3:7])([CH3:6])[CH3:5]. (2) Given the reactants [NH2:1][C:2]1[CH:3]=[C:4]([C:8]2([CH3:21])[CH:13]3[CH:9]2[CH2:10][N:11]([CH2:15][CH2:16][CH2:17][CH2:18][CH2:19][CH3:20])[C:12]3=O)[CH:5]=[CH:6][CH:7]=1.[N:22]([O-])=O.[Na+].C(=O)([O-])[O-].[Na+].[Na+], predict the reaction product. The product is: [NH2:1][C:2]1[CH:3]=[C:4]([C:8]2([CH3:21])[CH:13]3[CH:9]2[CH2:10][N:11]([CH2:15][CH2:16][CH2:17][CH2:18][CH2:19][CH3:20])[CH2:12]3)[CH:5]=[CH:6][C:7]=1[NH2:22].